The task is: Predict which catalyst facilitates the given reaction.. This data is from Catalyst prediction with 721,799 reactions and 888 catalyst types from USPTO. (1) Reactant: [F:1][C:2]1[C:25]([F:26])=[C:24]([F:27])[CH:23]=[CH:22][C:3]=1[C:4]([NH:6][C:7]1[CH:8]=[N:9][C:10]([O:13][C:14]2[CH:19]=[CH:18][C:17]([NH:20][CH3:21])=[CH:16][CH:15]=2)=[CH:11][CH:12]=1)=[O:5].[ClH:28]. Product: [ClH:28].[F:1][C:2]1[C:25]([F:26])=[C:24]([F:27])[CH:23]=[CH:22][C:3]=1[C:4]([NH:6][C:7]1[CH:8]=[N:9][C:10]([O:13][C:14]2[CH:15]=[CH:16][C:17]([NH:20][CH3:21])=[CH:18][CH:19]=2)=[CH:11][CH:12]=1)=[O:5]. The catalyst class is: 14. (2) Reactant: [NH:1]1[CH2:9][CH2:8][CH:4]([C:5]([NH2:7])=[O:6])[CH2:3][CH2:2]1.CS(O[CH:15]1[CH2:19][CH2:18][CH:17]([C:20]2[CH:25]=[CH:24][C:23]([C:26]#[C:27][C:28]3[CH:33]=[CH:32][C:31]([C:34]4[CH:39]=[CH:38][C:37]([Cl:40])=[CH:36][CH:35]=4)=[CH:30][N:29]=3)=[CH:22][CH:21]=2)[CH2:16]1)(=O)=O. Product: [Cl:40][C:37]1[CH:36]=[CH:35][C:34]([C:31]2[CH:32]=[CH:33][C:28]([C:27]#[C:26][C:23]3[CH:22]=[CH:21][C:20]([CH:17]4[CH2:18][CH2:19][CH:15]([N:1]5[CH2:9][CH2:8][CH:4]([C:5]([NH2:7])=[O:6])[CH2:3][CH2:2]5)[CH2:16]4)=[CH:25][CH:24]=3)=[N:29][CH:30]=2)=[CH:39][CH:38]=1. The catalyst class is: 3.